This data is from Forward reaction prediction with 1.9M reactions from USPTO patents (1976-2016). The task is: Predict the product of the given reaction. (1) Given the reactants [O:1]=[S:2]1(=[O:38])[CH2:7][CH2:6][CH:5]([O:8][C:9]2[CH:14]=[C:13]([CH3:15])[C:12]([C:16]3[CH:21]=[CH:20][CH:19]=[C:18]([CH2:22][O:23][C:24]4[CH:29]=[CH:28][C:27]([CH:30]5[CH2:32][CH:31]5[C:33]([O:35]C)=[O:34])=[CH:26][CH:25]=4)[CH:17]=3)=[C:11]([CH3:37])[CH:10]=2)[CH2:4][CH2:3]1.[OH-].[Na+].Cl, predict the reaction product. The product is: [O:1]=[S:2]1(=[O:38])[CH2:7][CH2:6][CH:5]([O:8][C:9]2[CH:14]=[C:13]([CH3:15])[C:12]([C:16]3[CH:21]=[CH:20][CH:19]=[C:18]([CH2:22][O:23][C:24]4[CH:25]=[CH:26][C:27]([CH:30]5[CH2:32][CH:31]5[C:33]([OH:35])=[O:34])=[CH:28][CH:29]=4)[CH:17]=3)=[C:11]([CH3:37])[CH:10]=2)[CH2:4][CH2:3]1. (2) Given the reactants FC(F)(F)C([O-])=O.[CH3:8][C:9]1[N:10](C(OCC(C)C)=O)[C:11]2[C:12]([N:28]=1)=[N:13][CH:14]=[C:15]([C:17]1[CH:18]=[CH:19][C:20]3[O:26][CH2:25][CH2:24][NH:23][CH2:22][C:21]=3[CH:27]=1)[CH:16]=2.[C@H:36]([N:40]([CH2:51][C:52]1[N:61]=[C:60](Cl)[C:59]2[CH2:58][C:57]([CH3:64])([CH3:63])[CH2:56][CH2:55][C:54]=2[N:53]=1)C(=O)OCC1C=CC=CC=1)([CH2:38][CH3:39])[CH3:37], predict the reaction product. The product is: [CH3:64][C:57]1([CH3:63])[CH2:56][CH2:55][C:54]2[N:53]=[C:52]([CH2:51][NH:40][C@@H:36]([CH2:38][CH3:39])[CH3:37])[N:61]=[C:60]([N:23]3[CH2:22][C:21]4[CH:27]=[C:17]([C:15]5[CH:16]=[C:11]6[NH:10][C:9]([CH3:8])=[N:28][C:12]6=[N:13][CH:14]=5)[CH:18]=[CH:19][C:20]=4[O:26][CH2:25][CH2:24]3)[C:59]=2[CH2:58]1. (3) The product is: [N:4]1[C:3]([CH2:2][OH:1])=[CH:18][N:6]2[CH2:7][CH2:8][NH:9][CH2:10][C:5]=12. Given the reactants [OH:1][CH2:2][C:3]1[N:4]=[C:5]2[CH2:10][N:9](C(OC(C)(C)C)=O)[CH2:8][CH2:7][N:6]2[CH:18]=1, predict the reaction product. (4) Given the reactants C1(P(C2C=CC=CC=2)C2C=CC=CC=2)C=CC=CC=1.II.CCN(CC)CC.[Cl:29][C:30]1[C:31]([CH3:58])=[C:32]([NH:38][C@H:39]([C:54]([OH:57])([CH3:56])[CH3:55])[C:40]([NH:42][NH:43][C:44](=[O:53])[C:45]2[CH:50]=[CH:49][C:48]([C:51]#[N:52])=[CH:47][CH:46]=2)=O)[CH:33]=[CH:34][C:35]=1[C:36]#[N:37], predict the reaction product. The product is: [Cl:29][C:30]1[C:31]([CH3:58])=[C:32]([NH:38][C@@H:39]([C:40]2[O:53][C:44]([C:45]3[CH:46]=[CH:47][C:48]([C:51]#[N:52])=[CH:49][CH:50]=3)=[N:43][N:42]=2)[C:54]([OH:57])([CH3:55])[CH3:56])[CH:33]=[CH:34][C:35]=1[C:36]#[N:37]. (5) Given the reactants Br[CH2:2]/[CH:3]=[CH:4]/[C:5]([O:7][CH3:8])=[O:6].[CH2:9]([NH2:12])[C:10]#[CH:11].[CH3:13][C:14]([O:17][C:18](O[C:18]([O:17][C:14]([CH3:16])([CH3:15])[CH3:13])=[O:19])=[O:19])([CH3:16])[CH3:15].CCN(CC)CC, predict the reaction product. The product is: [CH3:8][O:7][C:5](=[O:6])/[CH:4]=[CH:3]/[CH2:2][N:12]([C:18]([O:17][C:14]([CH3:16])([CH3:15])[CH3:13])=[O:19])[CH2:9][C:10]#[CH:11]. (6) Given the reactants [O:1]=[C:2]([NH:24][O:25]C1CCCCO1)/[CH:3]=[CH:4]/[C:5]1[CH:6]=[CH:7][C:8]([NH:11][C@@H:12]2[CH2:16][CH2:15][N:14]([C:17]([O:19][C:20]([CH3:23])([CH3:22])[CH3:21])=[O:18])[CH2:13]2)=[N:9][CH:10]=1.C1(C)C=CC(S([O-])(=O)=O)=CC=1.[NH+]1C=CC=CC=1, predict the reaction product. The product is: [OH:25][NH:24][C:2](=[O:1])/[CH:3]=[CH:4]/[C:5]1[CH:6]=[CH:7][C:8]([NH:11][C@@H:12]2[CH2:16][CH2:15][N:14]([C:17]([O:19][C:20]([CH3:22])([CH3:21])[CH3:23])=[O:18])[CH2:13]2)=[N:9][CH:10]=1. (7) Given the reactants [Br:1][C:2]1[CH:10]=[C:9]2[C:5]([CH2:6][C:7]3([CH2:16][CH2:15][CH:14]([O:17][CH3:18])[CH2:13][CH2:12]3)[C:8]2=O)=[CH:4][C:3]=1[F:19].[CH3:20][C:21]([S:24]([NH2:26])=[O:25])([CH3:23])[CH3:22].O, predict the reaction product. The product is: [Br:1][C:2]1[CH:10]=[C:9]2[C:5](=[CH:4][C:3]=1[F:19])[CH2:6][C:7]1([CH2:16][CH2:15][CH:14]([O:17][CH3:18])[CH2:13][CH2:12]1)[C:8]2=[N:26][S:24]([C:21]([CH3:23])([CH3:22])[CH3:20])=[O:25]. (8) The product is: [C:2]([C:4]1[CH:9]=[CH:8][C:7]([NH:10][C:11](=[O:20])[C:12]2[CH:17]=[CH:16][C:15]([O:18][CH3:19])=[CH:14][CH:13]=2)=[CH:6][CH:5]=1)(=[O:3])[CH3:1]. Given the reactants [CH3:1][C:2]([C:4]1[CH:9]=[CH:8][C:7]([NH2:10])=[CH:6][CH:5]=1)=[O:3].[C:11](Cl)(=[O:20])[C:12]1[CH:17]=[CH:16][C:15]([O:18][CH3:19])=[CH:14][CH:13]=1.C(N(CC)CC)C, predict the reaction product.